This data is from Full USPTO retrosynthesis dataset with 1.9M reactions from patents (1976-2016). The task is: Predict the reactants needed to synthesize the given product. Given the product [O:1]1[C:5]2[CH:6]=[CH:7][C:8]([C:10]3([C:13]([NH:15][C:16]4[N:17]=[C:18]([C:29]5[CH:30]=[N:31][C:26]([O:25][CH3:24])=[CH:27][CH:28]=5)[C:19]([CH3:22])=[CH:20][CH:21]=4)=[O:14])[CH2:12][CH2:11]3)=[CH:9][C:4]=2[O:3][CH2:2]1, predict the reactants needed to synthesize it. The reactants are: [O:1]1[C:5]2[CH:6]=[CH:7][C:8]([C:10]3([C:13]([NH:15][C:16]4[CH:21]=[CH:20][C:19]([CH3:22])=[C:18](Cl)[N:17]=4)=[O:14])[CH2:12][CH2:11]3)=[CH:9][C:4]=2[O:3][CH2:2]1.[CH3:24][O:25][C:26]1[N:31]=[CH:30][C:29](B(O)O)=[CH:28][CH:27]=1.C(=O)([O-])[O-].[Na+].[Na+].